This data is from Reaction yield outcomes from USPTO patents with 853,638 reactions. The task is: Predict the reaction yield, written as a fraction of the theoretical maximum amount of product (1.0 means a 100% yield; for example, 0.34 means a 34% yield). (1) The reactants are Cl[C:2]1[CH:7]=[CH:6][N:5]=[C:4]([NH2:8])[CH:3]=1.[NH2:9][C:10]1[CH:15]=[CH:14][CH:13]=[CH:12][C:11]=1[S:16]([NH:19][CH:20]([CH3:22])[CH3:21])(=[O:18])=[O:17].C1C=CC(P(C2C(C3C(P(C4C=CC=CC=4)C4C=CC=CC=4)=CC=C4C=3C=CC=C4)=C3C(C=CC=C3)=CC=2)C2C=CC=CC=2)=CC=1.C([O-])([O-])=O.[Cs+].[Cs+]. The catalyst is C1C=CC(/C=C/C(/C=C/C2C=CC=CC=2)=O)=CC=1.C1C=CC(/C=C/C(/C=C/C2C=CC=CC=2)=O)=CC=1.C1C=CC(/C=C/C(/C=C/C2C=CC=CC=2)=O)=CC=1.[Pd].[Pd].C1(C)C=CC=CC=1. The product is [NH2:8][C:4]1[CH:3]=[C:2]([NH:9][C:10]2[CH:15]=[CH:14][CH:13]=[CH:12][C:11]=2[S:16]([NH:19][CH:20]([CH3:22])[CH3:21])(=[O:18])=[O:17])[CH:7]=[CH:6][N:5]=1. The yield is 0.240. (2) The reactants are [Cl:1][C:2]1[CH:3]=[C:4]([C:8](=[O:18])[CH2:9][CH2:10][C:11]2[CH:16]=[CH:15][C:14]([Cl:17])=[CH:13][CH:12]=2)[CH:5]=[CH:6][CH:7]=1.[Br:19]Br. The catalyst is CC(O)=O. The product is [Br:19][CH:9]([CH2:10][C:11]1[CH:12]=[CH:13][C:14]([Cl:17])=[CH:15][CH:16]=1)[C:8]([C:4]1[CH:5]=[CH:6][CH:7]=[C:2]([Cl:1])[CH:3]=1)=[O:18]. The yield is 0.200. (3) The reactants are [Li+].[CH:2]([N:5]1[C:9]([C:10]2[N:19]=[C:18]3[N:12]([CH2:13][CH2:14][O:15][C:16]4[CH:23]=[C:22]([NH:24][CH2:25][C:26]([O-])=[O:27])[CH:21]=[CH:20][C:17]=43)[CH:11]=2)=[N:8][CH:7]=[N:6]1)([CH3:4])[CH3:3].C([N:31]=C=NCCCN(C)C)C.O.ON1C2C=CC=CC=2N=N1.CCN(C(C)C)C(C)C.[Cl-].[NH4+]. The catalyst is CN(C=O)C. The product is [CH:2]([N:5]1[C:9]([C:10]2[N:19]=[C:18]3[C:17]4[CH:20]=[CH:21][C:22]([NH:24][CH2:25][C:26]([NH2:31])=[O:27])=[CH:23][C:16]=4[O:15][CH2:14][CH2:13][N:12]3[CH:11]=2)=[N:8][CH:7]=[N:6]1)([CH3:4])[CH3:3]. The yield is 0.370.